Dataset: Full USPTO retrosynthesis dataset with 1.9M reactions from patents (1976-2016). Task: Predict the reactants needed to synthesize the given product. (1) Given the product [F:32][C:31]1[CH:30]=[C:29]([CH2:33][CH2:34][C:35]([OH:37])=[O:36])[CH:28]=[C:27]([F:40])[C:26]=1[O:5][CH2:6][C:7]1[C:8]([C:16]2[CH:21]=[CH:20][C:19]([O:22][CH3:23])=[C:18]([F:24])[CH:17]=2)=[N:9][S:10][C:11]=1[C:12]([F:15])([F:14])[F:13], predict the reactants needed to synthesize it. The reactants are: CS([O:5][CH2:6][C:7]1[C:8]([C:16]2[CH:21]=[CH:20][C:19]([O:22][CH3:23])=[C:18]([F:24])[CH:17]=2)=[N:9][S:10][C:11]=1[C:12]([F:15])([F:14])[F:13])(=O)=O.O[C:26]1[C:31]([F:32])=[CH:30][C:29]([CH2:33][CH2:34][C:35]([O:37]CC)=[O:36])=[CH:28][C:27]=1[F:40]. (2) Given the product [F:4][C:3]([F:6])([F:5])[C:1]([OH:7])=[O:2].[CH2:35]([N:38]([S:54]([CH2:57][C:58]1[CH:59]=[CH:60][CH:61]=[CH:62][CH:63]=1)(=[O:56])=[O:55])[C:39]([CH:41]1[CH2:42][CH2:43][NH:44][CH2:45][CH2:46]1)=[O:40])[CH:36]=[CH2:37], predict the reactants needed to synthesize it. The reactants are: [C:1]([OH:7])([C:3]([F:6])([F:5])[F:4])=[O:2].CC1OC(C=CC2C=C3CCCN4CCCC(=C34)C=2)=CC(=C(C#N)C#N)C=1.[CH2:35]([N:38]([S:54]([CH2:57][C:58]1[CH:63]=[CH:62][CH:61]=[CH:60][CH:59]=1)(=[O:56])=[O:55])[C:39]([CH:41]1[CH2:46][CH2:45][N:44](C(OC(C)(C)C)=O)[CH2:43][CH2:42]1)=[O:40])[CH:36]=[CH2:37].